Dataset: Full USPTO retrosynthesis dataset with 1.9M reactions from patents (1976-2016). Task: Predict the reactants needed to synthesize the given product. (1) Given the product [Cl:1][C:2]1[CH:7]=[C:6]([CH:5]=[C:4]([Cl:11])[C:3]=1[CH3:12])[NH2:8], predict the reactants needed to synthesize it. The reactants are: [Cl:1][C:2]1[CH:7]=[C:6]([N+:8]([O-])=O)[CH:5]=[C:4]([Cl:11])[C:3]=1[CH3:12].[Cl-].[NH4+].CO. (2) The reactants are: [CH3:1][C:2]([CH3:31])([CH3:30])[C:3]#[C:4][C:5]1[CH:18]=[CH:17][C:16]2[O:15][C:14]3[C:9](=[CH:10][C:11]([C:19]4[CH:20]=[N:21][CH:22]=[N:23][CH:24]=4)=[CH:12][CH:13]=3)[C@@:8]3([CH2:28][O:27][C:26]([NH2:29])=[N:25]3)[C:7]=2[CH:6]=1. Given the product [CH3:1][C:2]([CH3:31])([CH3:30])[CH2:3][CH2:4][C:5]1[CH:18]=[CH:17][C:16]2[O:15][C:14]3[C:9](=[CH:10][C:11]([C:19]4[CH:20]=[N:21][CH:22]=[N:23][CH:24]=4)=[CH:12][CH:13]=3)[C@@:8]3([CH2:28][O:27][C:26]([NH2:29])=[N:25]3)[C:7]=2[CH:6]=1, predict the reactants needed to synthesize it. (3) Given the product [Cl:8][C:19]1[S:20][C:16]([C:13]2[CH:12]=[CH:11][C:10]([CH3:9])=[N:15][CH:14]=2)=[CH:17][N:18]=1, predict the reactants needed to synthesize it. The reactants are: N(OC(C)(C)C)=O.[Cl-:8].[CH3:9][C:10]1[N:15]=[CH:14][C:13]([C:16]2[S:20][C:19]([NH3+])=[N:18][CH:17]=2)=[CH:12][CH:11]=1.C([O-])(O)=O.[Na+]. (4) Given the product [CH3:25][C:8]1[C:9]([CH2:13][S+:14]([O-:15])[C:16]2[N-:17][C:18]3[CH:24]=[CH:23][CH:22]=[CH:21][C:19]=3[N:20]=2)=[N:10][CH:11]=[CH:12][C:7]=1[O:6][CH2:5][CH2:4][CH2:3][O:2][CH3:1].[Na+:27], predict the reactants needed to synthesize it. The reactants are: [CH3:1][O:2][CH2:3][CH2:4][CH2:5][O:6][C:7]1[CH:12]=[CH:11][N:10]=[C:9]([CH2:13][S:14]([C:16]2[NH:20][C:19]3[CH:21]=[CH:22][CH:23]=[CH:24][C:18]=3[N:17]=2)=[O:15])[C:8]=1[CH3:25].[OH-].[Na+:27]. (5) Given the product [NH2:17][C:6]1[C:5]([C:1]([CH3:4])([CH3:3])[CH3:2])=[CH:16][C:9]2[C:10]([CH3:15])([CH3:14])[C:11](=[O:13])[O:12][C:8]=2[CH:7]=1, predict the reactants needed to synthesize it. The reactants are: [C:1]([C:5]1[C:6]([N+:17]([O-])=O)=[CH:7][C:8]2[O:12][C:11](=[O:13])[C:10]([CH3:15])([CH3:14])[C:9]=2[CH:16]=1)([CH3:4])([CH3:3])[CH3:2]. (6) Given the product [F:1][C:2]1[CH:3]=[CH:4][C:5]([C:8]2([C:13]([N:17]([CH3:16])[C@H:18]3[CH2:37][N:22]4[C:23]5[C:28]([C:29]([CH2:30][C:31]([OH:33])=[O:32])=[C:21]4[CH2:20][CH2:19]3)=[CH:27][CH:26]=[CH:25][CH:24]=5)=[O:15])[CH2:9][CH2:10][CH2:11][CH2:12]2)=[CH:6][CH:7]=1, predict the reactants needed to synthesize it. The reactants are: [F:1][C:2]1[CH:7]=[CH:6][C:5]([C:8]2([C:13]([OH:15])=O)[CH2:12][CH2:11][CH2:10][CH2:9]2)=[CH:4][CH:3]=1.[CH3:16][NH:17][C@H:18]1[CH2:37][N:22]2[C:23]3[C:28]([C:29]([CH2:30][C:31]([O:33]CCC)=[O:32])=[C:21]2[CH2:20][CH2:19]1)=[CH:27][CH:26]=[CH:25][CH:24]=3. (7) Given the product [N+:2]([C:6]1[CH:7]=[CH:8][CH:9]=[CH:10][CH:5]=1)([O-:11])=[O:1], predict the reactants needed to synthesize it. The reactants are: [OH:1][N:2]1[C:6]2[CH:7]=[CH:8][CH:9]=[CH:10][C:5]=2N=N1.[OH:11]N1C(=O)CCC1=O.C(=O)([O-])OC.C(=O)([O-])OCC(C)C.C(O)(=O)C(C)(C)C.C(O)(=O)CC(C)C. (8) Given the product [Cl:1][C:2]1[C:3]([F:17])=[CH:4][C:5]2[O:8][CH:9]=[CH:10][C:6]=2[CH:7]=1.[Cl:1][C:2]1[CH:7]=[CH:6][C:5]2[O:8][CH:9]=[CH:10][C:4]=2[C:3]=1[F:17], predict the reactants needed to synthesize it. The reactants are: [Cl:1][C:2]1[CH:7]=[CH:6][C:5]([O:8][CH2:9][CH:10](OCC)OCC)=[CH:4][C:3]=1[F:17]. (9) Given the product [N:19]1[CH:20]=[CH:21][CH:22]=[CH:23][C:18]=1[CH2:17][N:1]1[CH:5]=[C:4]([C:6]2[CH:11]=[C:10]([C:12]#[N:13])[CH:9]=[CH:8][N:7]=2)[N:3]=[CH:2]1, predict the reactants needed to synthesize it. The reactants are: [NH:1]1[CH:5]=[C:4]([C:6]2[CH:11]=[C:10]([C:12]#[N:13])[CH:9]=[CH:8][N:7]=2)[N:3]=[CH:2]1.Cl.ClC[CH2:17][C:18]1[CH:23]=[CH:22][CH:21]=[CH:20][N:19]=1.